Predict the reactants needed to synthesize the given product. From a dataset of Full USPTO retrosynthesis dataset with 1.9M reactions from patents (1976-2016). (1) Given the product [OH:21][C:22]1[CH:27]=[C:26]([S:14]([C:11]2[CH:12]=[CH:13][C:8]([CH2:7][CH2:6][NH:5][C:3](=[O:4])[C:2]([F:19])([F:18])[F:1])=[CH:9][CH:10]=2)(=[O:16])=[O:15])[CH:25]=[CH:24][C:23]=1[OH:28], predict the reactants needed to synthesize it. The reactants are: [F:1][C:2]([F:19])([F:18])[C:3]([NH:5][CH2:6][CH2:7][C:8]1[CH:13]=[CH:12][C:11]([S:14](Cl)(=[O:16])=[O:15])=[CH:10][CH:9]=1)=[O:4].C[O:21][C:22]1[CH:27]=[CH:26][CH:25]=[CH:24][C:23]=1[O:28]C.[Cl-].[Cl-].[Cl-].[Al+3].B(Br)(Br)Br. (2) Given the product [CH:1]1([NH:7][C:8]2[C:13]([CH2:14][OH:15])=[CH:12][N:11]=[C:10]3[N:19]([S:22]([C:25]4[CH:26]=[CH:27][C:28]([CH3:29])=[CH:30][CH:31]=4)(=[O:24])=[O:23])[CH:20]=[CH:21][C:9]=23)[CH2:2][CH2:3][CH2:4][CH2:5][CH2:6]1, predict the reactants needed to synthesize it. The reactants are: [CH:1]1([NH:7][C:8]2[C:13]([C:14](OCC)=[O:15])=[CH:12][N:11]=[C:10]3[N:19]([S:22]([C:25]4[CH:31]=[CH:30][C:28]([CH3:29])=[CH:27][CH:26]=4)(=[O:24])=[O:23])[CH:20]=[CH:21][C:9]=23)[CH2:6][CH2:5][CH2:4][CH2:3][CH2:2]1.CC(C[AlH]CC(C)C)C. (3) Given the product [ClH:26].[CH2:14]([NH:16][C:17]([C:19]1[CH:24]=[CH:23][C:22]([O:11][CH:10]2[CH2:9][CH2:8][N:7]([CH3:12])[CH2:6][C:5]3[O:13][C:2]([CH3:1])=[CH:3][C:4]2=3)=[C:21]([Cl:26])[CH:20]=1)=[O:18])[CH3:15], predict the reactants needed to synthesize it. The reactants are: [CH3:1][C:2]1[O:13][C:5]2[CH2:6][N:7]([CH3:12])[CH2:8][CH2:9][CH:10]([OH:11])[C:4]=2[CH:3]=1.[CH2:14]([NH:16][C:17]([C:19]1[CH:24]=[CH:23][C:22](F)=[C:21]([Cl:26])[CH:20]=1)=[O:18])[CH3:15]. (4) Given the product [C:3]([O:7][C:8](=[O:30])[N:9]([CH:10]1[CH2:11][CH2:12][NH:13][CH2:14][CH2:15]1)[CH2:22][CH2:23][S:24][C:25]1[S:26][CH:27]=[CH:28][CH:29]=1)([CH3:6])([CH3:4])[CH3:5], predict the reactants needed to synthesize it. The reactants are: CO.[C:3]([O:7][C:8](=[O:30])[N:9]([CH2:22][CH2:23][S:24][C:25]1[S:26][CH:27]=[CH:28][CH:29]=1)[CH:10]1[CH2:15][CH2:14][N:13](C(=O)C(F)(F)F)[CH2:12][CH2:11]1)([CH3:6])([CH3:5])[CH3:4].C(=O)([O-])[O-].[K+].[K+].